Dataset: Forward reaction prediction with 1.9M reactions from USPTO patents (1976-2016). Task: Predict the product of the given reaction. The product is: [CH:1]([O:4][C:5]([C:7]1[C:12](=[O:13])[N:11]2[C:14]([CH2:24][N:25]([CH3:33])[CH2:26][C:27]3[CH:32]=[CH:31][CH:30]=[CH:29][CH:28]=3)=[C:15]([C:17]3[CH:18]=[CH:19][C:20]([NH:23][C:43]([NH:50][O:57][CH3:56])=[O:44])=[CH:21][CH:22]=3)[N:16]=[C:10]2[N:9]([CH2:34][C:35]2[C:40]([F:41])=[CH:39][CH:38]=[CH:37][C:36]=2[F:42])[CH:8]=1)=[O:6])([CH3:3])[CH3:2]. Given the reactants [CH:1]([O:4][C:5]([C:7]1[C:12](=[O:13])[N:11]2[C:14]([CH2:24][N:25]([CH3:33])[CH2:26][C:27]3[CH:32]=[CH:31][CH:30]=[CH:29][CH:28]=3)=[C:15]([C:17]3[CH:22]=[CH:21][C:20]([NH2:23])=[CH:19][CH:18]=3)[N:16]=[C:10]2[N:9]([CH2:34][C:35]2[C:40]([F:41])=[CH:39][CH:38]=[CH:37][C:36]=2[F:42])[CH:8]=1)=[O:6])([CH3:3])[CH3:2].[C:43]([N:50]1C=CN=C1)(N1C=CN=C1)=[O:44].Cl.[CH3:56][O:57]N.C(N(CC)CC)C, predict the reaction product.